Dataset: Catalyst prediction with 721,799 reactions and 888 catalyst types from USPTO. Task: Predict which catalyst facilitates the given reaction. (1) Reactant: C([O:3][C:4]([C:6]1[C:7]([NH:21][NH2:22])=[N:8][C:9]([O:12][C:13]2[CH:18]=[CH:17][C:16]([F:19])=[CH:15][C:14]=2[F:20])=[N:10][CH:11]=1)=O)C.CC[O-].[Na+].CC(O)=O.O. Product: [F:20][C:14]1[CH:15]=[C:16]([F:19])[CH:17]=[CH:18][C:13]=1[O:12][C:9]1[N:8]=[C:7]2[NH:21][NH:22][C:4](=[O:3])[C:6]2=[CH:11][N:10]=1. The catalyst class is: 14. (2) Reactant: [CH3:1][O:2][C:3]1[CH:4]=[C:5]2[CH2:14][CH:13]([CH2:15][CH:16]3[CH2:21][CH2:20][N:19]([CH2:22][C:23]4[CH:24]=[CH:25][CH:26]=[CH:27][CH:28]=4)[CH2:18][CH2:17]3)[C:11](=[O:12])[C:6]2=[CH:7][C:8]=1[O:9][CH3:10].C(OC(C)C)(C)C.[ClH:36]. Product: [CH3:1][O:2][C:3]1[CH:4]=[C:5]2[CH2:14][CH:13]([CH2:15][CH:16]3[CH2:17][CH2:18][N:19]([CH2:22][C:23]4[CH:28]=[CH:27][CH:26]=[CH:25][CH:24]=4)[CH2:20][CH2:21]3)[C:11](=[O:12])[C:6]2=[CH:7][C:8]=1[O:9][CH3:10].[ClH:36]. The catalyst class is: 5.